Predict the product of the given reaction. From a dataset of Forward reaction prediction with 1.9M reactions from USPTO patents (1976-2016). (1) Given the reactants [CH3:1][O:2][C:3]1[CH:8]=[CH:7][C:6]([CH2:9][CH2:10][CH2:11][CH2:12]O)=[CH:5][CH:4]=1.[CH3:14][CH:15]([CH3:31])[C:16]([NH:18][C:19]1[CH:24]=[CH:23][CH:22]=[C:21]([CH:25]2[CH2:30][CH2:29][NH:28][CH2:27][CH2:26]2)[CH:20]=1)=[O:17], predict the reaction product. The product is: [CH3:1][O:2][C:3]1[CH:4]=[CH:5][C:6]([CH2:9][CH2:10][CH2:11][CH2:12][N:28]2[CH2:29][CH2:30][CH:25]([C:21]3[CH:20]=[C:19]([NH:18][C:16](=[O:17])[CH:15]([CH3:14])[CH3:31])[CH:24]=[CH:23][CH:22]=3)[CH2:26][CH2:27]2)=[CH:7][CH:8]=1. (2) Given the reactants [CH:1]1([O:6][C:7]2[N:15]=[C:14]3[C:10]([N:11]=[CH:12][NH:13]3)=[C:9]([NH:16][C:17](=[O:22])[C:18]([CH3:21])([CH3:20])[CH3:19])[N:8]=2)[CH2:5][CH2:4][CH2:3][CH2:2]1.C(O[CH:27]1[O:44][C@H:43]([CH2:45][O:46][C:47](=[O:54])[C:48]2[CH:53]=[CH:52][CH:51]=[CH:50][CH:49]=2)[C@@:33]([C:55]([F:58])([F:57])[F:56])([O:34][C:35](=[O:42])[C:36]2[CH:41]=[CH:40][CH:39]=[CH:38][CH:37]=2)[C@H:28]1[O:29][C:30](=[O:32])[CH3:31])(=O)C.FC(F)(F)S(O[Si](C)(C)C)(=O)=O.C/C(/O[Si](C)(C)C)=N\[Si](C)(C)C.N(CCO)(CCO)CCO, predict the reaction product. The product is: [C:30]([O:29][C@@H:28]1[C@:33]([C:55]([F:56])([F:57])[F:58])([O:34][C:35](=[O:42])[C:36]2[CH:37]=[CH:38][CH:39]=[CH:40][CH:41]=2)[C@@H:43]([CH2:45][O:46][C:47](=[O:54])[C:48]2[CH:53]=[CH:52][CH:51]=[CH:50][CH:49]=2)[O:44][C@H:27]1[N:13]1[CH:12]=[N:11][C:10]2[C:14]1=[N:15][C:7]([O:6][CH:1]1[CH2:2][CH2:3][CH2:4][CH2:5]1)=[N:8][C:9]=2[NH:16][C:17](=[O:22])[C:18]([CH3:19])([CH3:21])[CH3:20])(=[O:32])[CH3:31]. (3) Given the reactants [CH2:1]([N:8]1[CH2:13][CH2:12][CH2:11][C:10]([C:22]2[CH:27]=[CH:26][C:25]([OH:28])=[CH:24][CH:23]=2)([C:14]2[CH:19]=[CH:18][CH:17]=[C:16]([O:20][CH3:21])[CH:15]=2)[CH2:9]1)[C:2]1[CH:7]=[CH:6][CH:5]=[CH:4][CH:3]=1.N1C=CC=CC=1.[S:35](O[S:35]([C:38]([F:41])([F:40])[F:39])(=[O:37])=[O:36])([C:38]([F:41])([F:40])[F:39])(=[O:37])=[O:36].C([O-])(O)=O.[Na+], predict the reaction product. The product is: [CH2:1]([N:8]1[CH2:13][CH2:12][CH2:11][C:10]([C:22]2[CH:27]=[CH:26][C:25]([O:28][S:35]([C:38]([F:41])([F:40])[F:39])(=[O:37])=[O:36])=[CH:24][CH:23]=2)([C:14]2[CH:19]=[CH:18][CH:17]=[C:16]([O:20][CH3:21])[CH:15]=2)[CH2:9]1)[C:2]1[CH:7]=[CH:6][CH:5]=[CH:4][CH:3]=1. (4) Given the reactants [Cl:1][C:2]1[CH:3]=[CH:4][C:5]([O:20]C)=[C:6]2[C:10]=1[N:9]([C:11]1[CH:16]=[CH:15][C:14]([O:17]C)=[C:13]([F:19])[CH:12]=1)[CH:8]=[CH:7]2.B(Br)(Br)Br, predict the reaction product. The product is: [Cl:1][C:2]1[C:10]2[N:9]([C:11]3[CH:16]=[CH:15][C:14]([OH:17])=[C:13]([F:19])[CH:12]=3)[CH:8]=[CH:7][C:6]=2[C:5]([OH:20])=[CH:4][CH:3]=1. (5) Given the reactants [C:1]([O:5][C:6]([N:8]1[CH2:13][CH2:12][C:11](=O)[CH2:10][CH:9]1[CH2:15][CH3:16])=[O:7])([CH3:4])([CH3:3])[CH3:2].[Br:17][C:18]1[CH:24]=[CH:23][C:21]([NH2:22])=[CH:20][CH:19]=1.C(O[BH-](OC(=O)C)OC(=O)C)(=O)C.[Na+].C(O)(=O)C.[OH-].[Na+], predict the reaction product. The product is: [C:1]([O:5][C:6]([N:8]1[CH2:13][CH2:12][CH:11]([NH:22][C:21]2[CH:23]=[CH:24][C:18]([Br:17])=[CH:19][CH:20]=2)[CH2:10][CH:9]1[CH2:15][CH3:16])=[O:7])([CH3:4])([CH3:3])[CH3:2].